From a dataset of Full USPTO retrosynthesis dataset with 1.9M reactions from patents (1976-2016). Predict the reactants needed to synthesize the given product. (1) Given the product [C:23]1([C@H:21]([NH:4][C@@H:5]2[CH2:10][CH2:9][CH2:8][N:7]([C:11]([O:13][CH2:14][C:15]3[CH:20]=[CH:19][CH:18]=[CH:17][CH:16]=3)=[O:12])[CH2:6]2)[CH3:22])[C:32]2[C:27](=[CH:28][CH:29]=[CH:30][CH:31]=2)[CH:26]=[CH:25][CH:24]=1, predict the reactants needed to synthesize it. The reactants are: ClC([N:4]([C@@H:21]([C:23]1[C:32]2[C:27](=[CH:28][CH:29]=[CH:30][CH:31]=2)[CH:26]=[CH:25][CH:24]=1)[CH3:22])[C@@H:5]1[CH2:10][CH2:9][CH2:8][N:7]([C:11]([O:13][CH2:14][C:15]2[CH:20]=[CH:19][CH:18]=[CH:17][CH:16]=2)=[O:12])[CH2:6]1)=O.O. (2) The reactants are: [Cl:1][C:2]1[CH:3]=[CH:4][C:5]2[N:11]3[C:12]([C:15]([F:18])([F:17])[F:16])=[N:13][N:14]=[C:10]3[C@@H:9]([CH2:19][C:20]([O:22]CC)=[O:21])[S:8][C@H:7]([C:25]3[CH:30]=[CH:29][CH:28]=[C:27]([F:31])[C:26]=3[F:32])[C:6]=2[CH:33]=1.Cl.C(O)(=O)CC(CC(O)=O)(C(O)=O)O. Given the product [Cl:1][C:2]1[CH:3]=[CH:4][C:5]2[N:11]3[C:12]([C:15]([F:17])([F:16])[F:18])=[N:13][N:14]=[C:10]3[C@@H:9]([CH2:19][C:20]([OH:22])=[O:21])[S:8][C@H:7]([C:25]3[CH:30]=[CH:29][CH:28]=[C:27]([F:31])[C:26]=3[F:32])[C:6]=2[CH:33]=1, predict the reactants needed to synthesize it. (3) Given the product [F:1][C:2]1[CH:3]=[C:4]([C:9]2[CH:10]=[C:11]([CH2:20][N:30]3[CH2:31][CH2:32][N:27]([CH3:26])[CH2:28][CH2:29]3)[C:12](=[O:19])[N:13]([CH2:15][CH:16]([CH3:18])[CH3:17])[N:14]=2)[CH:5]=[CH:6][C:7]=1[F:8], predict the reactants needed to synthesize it. The reactants are: [F:1][C:2]1[CH:3]=[C:4]([C:9]2[CH:10]=[C:11]([CH2:20]OS(C)(=O)=O)[C:12](=[O:19])[N:13]([CH2:15][CH:16]([CH3:18])[CH3:17])[N:14]=2)[CH:5]=[CH:6][C:7]=1[F:8].[CH3:26][N:27]1[CH2:32][CH2:31][NH:30][CH2:29][CH2:28]1. (4) The reactants are: [F:1][C@H:2]1[CH2:6][N:5]([C:7](=[O:17])[C@@H:8]([NH:12][C:13](=[O:16])[O:14][CH3:15])[CH:9]([CH3:11])[CH3:10])[C@H:4]([C:18]2[NH:19][C:20]([C:23]3[CH:28]=[CH:27][C:26](B4OC(C)(C)C(C)(C)O4)=[CH:25][CH:24]=3)=[CH:21][N:22]=2)[CH2:3]1.Br[C:39]1[CH:44]=[CH:43][C:42]([C:45]2[NH:49][C:48]([C@@H:50]3[CH2:62][N:60]4[C:61]5[CH:53]([C@@H:54]([NH:63][C:64](=[O:67])[O:65][CH3:66])[CH2:55][CH2:56][C:57]=5[CH:58]=[CH:59]4)[C:52](=[O:68])[CH2:51]3)=[N:47][CH:46]=2)=[CH:41][CH:40]=1.C(=O)(O)[O-].[Na+]. Given the product [CH3:66][O:65][C:64](=[O:67])[NH:63][C@@H:54]1[CH:53]2[C:52](=[O:68])[CH2:51][C@H:50]([C:48]3[NH:49][C:45]([C:42]4[CH:41]=[CH:40][C:39]([C:26]5[CH:25]=[CH:24][C:23]([C:20]6[NH:19][C:18]([C@@H:4]7[CH2:3][C@@H:2]([F:1])[CH2:6][N:5]7[C:7](=[O:17])[C@@H:8]([NH:12][C:13]([O:14][CH3:15])=[O:16])[CH:9]([CH3:11])[CH3:10])=[N:22][CH:21]=6)=[CH:28][CH:27]=5)=[CH:44][CH:43]=4)=[CH:46][N:47]=3)[CH2:62][N:60]3[C:61]2=[C:57]([CH:58]=[CH:59]3)[CH2:56][CH2:55]1, predict the reactants needed to synthesize it. (5) Given the product [Cl:1][C:2]1[C:3]([C:14]2[N:18]([CH3:19])[C:17]3[CH:20]=[CH:21][CH:22]=[CH:23][C:16]=3[N:15]=2)=[CH:4][C:5]([N:8]2[CH2:9][CH2:10][N:11]([C:34]([O:36][CH3:37])=[O:35])[CH2:12][CH2:13]2)=[N:6][CH:7]=1, predict the reactants needed to synthesize it. The reactants are: [Cl:1][C:2]1[C:3]([C:14]2[N:18]([CH3:19])[C:17]3[CH:20]=[CH:21][CH:22]=[CH:23][C:16]=3[N:15]=2)=[CH:4][C:5]([N:8]2[CH2:13][CH2:12][NH:11][CH2:10][CH2:9]2)=[N:6][CH:7]=1.CCN(C(C)C)C(C)C.Cl[C:34]([O:36][CH3:37])=[O:35].